Predict the reaction yield, written as a fraction of the theoretical maximum amount of product (1.0 means a 100% yield; for example, 0.34 means a 34% yield). From a dataset of Reaction yield outcomes from USPTO patents with 853,638 reactions. (1) The reactants are [NH2:1][C:2]1[C:7]([C:8]2[N:17]([C:18]3[CH:23]=[CH:22][C:21]([C:24]4([NH:28][C:29](=[O:35])[O:30][C:31]([CH3:34])([CH3:33])[CH3:32])[CH2:27][CH2:26][CH2:25]4)=[CH:20][CH:19]=3)[C:11]3=[N:12][C:13](Cl)=[CH:14][CH:15]=[C:10]3[N:9]=2)=[CH:6][CH:5]=[CH:4][N:3]=1.[CH2:36]([O:43][CH2:44][C@@H:45]1[O:50][CH2:49][CH2:48][N:47]([C:51]2[CH:56]=[CH:55][CH:54]=[C:53](B3OC(C)(C)C(C)(C)O3)[CH:52]=2)[CH2:46]1)[C:37]1[CH:42]=[CH:41][CH:40]=[CH:39][CH:38]=1.[OH-].[Na+]. The catalyst is COCCOC.C(Cl)Cl.CC(P(C(C)(C)C)C1C=CC(N(C)C)=CC=1)(C)C.CC(P(C(C)(C)C)C1C=CC(N(C)C)=CC=1)(C)C.Cl[Pd]Cl. The product is [NH2:1][C:2]1[C:7]([C:8]2[N:17]([C:18]3[CH:23]=[CH:22][C:21]([C:24]4([NH:28][C:29](=[O:35])[O:30][C:31]([CH3:34])([CH3:33])[CH3:32])[CH2:27][CH2:26][CH2:25]4)=[CH:20][CH:19]=3)[C:11]3=[N:12][C:13]([C:55]4[CH:54]=[CH:53][CH:52]=[C:51]([N:47]5[CH2:48][CH2:49][O:50][C@@H:45]([CH2:44][O:43][CH2:36][C:37]6[CH:42]=[CH:41][CH:40]=[CH:39][CH:38]=6)[CH2:46]5)[CH:56]=4)=[CH:14][CH:15]=[C:10]3[N:9]=2)=[CH:6][CH:5]=[CH:4][N:3]=1. The yield is 0.419. (2) The reactants are [C:1]1([CH:7](O)[CH2:8][CH3:9])[CH:6]=[CH:5][CH:4]=[CH:3][CH:2]=1.CCOCC. The catalyst is C1(C)C=CC=CC=1. The product is [CH3:9][CH:8]=[CH:7][C:1]1[CH:6]=[CH:5][CH:4]=[CH:3][CH:2]=1. The yield is 0.950.